This data is from Reaction yield outcomes from USPTO patents with 853,638 reactions. The task is: Predict the reaction yield, written as a fraction of the theoretical maximum amount of product (1.0 means a 100% yield; for example, 0.34 means a 34% yield). (1) The reactants are [CH:1]([NH:4][C:5]([C:7]1[C:15]2[C:10](=[N:11][CH:12]=[C:13]([C:16]3[C:24]4[C:19](=[CH:20][CH:21]=[C:22]([O:25][Si](C(C)(C)C)(C)C)[CH:23]=4)[N:18]([CH3:33])[N:17]=3)[N:14]=2)[NH:9][CH:8]=1)=[O:6])([CH3:3])[CH3:2].[F-].C([N+](CCCC)(CCCC)CCCC)CCC. The catalyst is C1COCC1. The product is [CH:1]([NH:4][C:5]([C:7]1[C:15]2[C:10](=[N:11][CH:12]=[C:13]([C:16]3[C:24]4[C:19](=[CH:20][CH:21]=[C:22]([OH:25])[CH:23]=4)[N:18]([CH3:33])[N:17]=3)[N:14]=2)[NH:9][CH:8]=1)=[O:6])([CH3:3])[CH3:2]. The yield is 0.830. (2) The reactants are C[O:2][C:3](=[O:39])[C@H:4]([CH2:17][C:18]1[CH:23]=[CH:22][C:21]([C:24]2[C:25](=[O:38])[N:26]([CH2:31][C:32]3[CH:37]=[CH:36][CH:35]=[CH:34][CH:33]=3)[CH:27]=[C:28]([Cl:30])[CH:29]=2)=[CH:20][CH:19]=1)[NH:5][C:6]([C:8]1([CH2:13][CH2:14][O:15][CH3:16])[CH2:12][CH2:11][CH2:10][CH2:9]1)=[O:7].O.[OH-].[Li+]. The catalyst is C1COCC1.O.C(O)(=O)C. The product is [Cl:30][C:28]1[CH:29]=[C:24]([C:21]2[CH:20]=[CH:19][C:18]([CH2:17][C@@H:4]([C:3]([OH:39])=[O:2])[NH:5][C:6]([C:8]3([CH2:13][CH2:14][O:15][CH3:16])[CH2:12][CH2:11][CH2:10][CH2:9]3)=[O:7])=[CH:23][CH:22]=2)[C:25](=[O:38])[N:26]([CH2:31][C:32]2[CH:33]=[CH:34][CH:35]=[CH:36][CH:37]=2)[CH:27]=1. The yield is 0.600. (3) The reactants are [N+:1]([C:4]1[CH:12]=[CH:11][CH:10]=[C:9]2[C:5]=1[CH:6]=[N:7][NH:8]2)([O-])=O. The catalyst is CCO.[Pd]. The product is [NH:8]1[C:9]2[CH:10]=[CH:11][CH:12]=[C:4]([NH2:1])[C:5]=2[CH:6]=[N:7]1. The yield is 0.980. (4) The reactants are [F:1][C:2]1[CH:29]=[CH:28][C:5]2[C:6]([CH:9]3[CH2:14][CH2:13][N:12]([CH:15]([CH3:27])[CH2:16][NH:17][C:18]4[CH:23]=[N:22][N:21]([CH3:24])[C:20](=[O:25])[C:19]=4Cl)[CH2:11][CH2:10]3)=N[O:8][C:4]=2[CH:3]=1.C[OH:31].[OH-].[Na+].[H][H]. The catalyst is [Pd].O. The product is [F:1][C:2]1[CH:29]=[CH:28][C:5]([C:6]([CH:9]2[CH2:14][CH2:13][N:12]([CH:15]([CH3:27])[CH2:16][NH:17][C:18]3[CH:23]=[N:22][N:21]([CH3:24])[C:20](=[O:25])[CH:19]=3)[CH2:11][CH2:10]2)=[O:31])=[C:4]([OH:8])[CH:3]=1. The yield is 0.738. (5) The reactants are Cl.[CH:2]([O:5][CH:6]1[CH2:11][CH2:10][NH:9][CH2:8][CH2:7]1)([CH3:4])[CH3:3].C(N(CC)CC)C.[F:19][C:20]1[CH:28]=[CH:27][C:26]([CH2:29][C:30]2[C:39]3[C:34](=[CH:35][CH:36]=[CH:37][CH:38]=3)[C:33](=[O:40])[NH:32][N:31]=2)=[CH:25][C:21]=1[C:22](O)=[O:23].F[P-](F)(F)(F)(F)F.N1(OC(N(C)C)=[N+](C)C)C2C=CC=CC=2N=N1. The catalyst is CN(C)C=O. The product is [F:19][C:20]1[CH:28]=[CH:27][C:26]([CH2:29][C:30]2[C:39]3[C:34](=[CH:35][CH:36]=[CH:37][CH:38]=3)[C:33](=[O:40])[NH:32][N:31]=2)=[CH:25][C:21]=1[C:22]([N:9]1[CH2:10][CH2:11][CH:6]([O:5][CH:2]([CH3:4])[CH3:3])[CH2:7][CH2:8]1)=[O:23]. The yield is 0.606. (6) The reactants are C1(C)C=CC=CC=1.[CH3:8][C:9]1[CH:14]=[C:13]([CH3:15])[C:12]([S:16][CH2:17][C:18]([F:21])([F:20])[F:19])=[CH:11][C:10]=1B1OC(C)(C)C(C)(C)O1.C[N+]1([O-])CC[O:35]CC1.CCCCCC. The catalyst is C(OCC)(=O)C. The product is [CH3:8][C:9]1[CH:14]=[C:13]([CH3:15])[C:12]([S:16][CH2:17][C:18]([F:21])([F:20])[F:19])=[CH:11][C:10]=1[OH:35]. The yield is 0.760. (7) The reactants are [C:1]([C:3]1[CH:8]=[CH:7][CH:6]=[CH:5][C:4]=1[C:9]1[CH:14]=[CH:13][C:12]([CH2:15][C:16]2[C:17](=[O:37])[N:18]([C@H:28]3[CH2:33][CH2:32][C@H:31]([C:34](O)=[O:35])[CH2:30][CH2:29]3)[C:19]3[N:20]([N:25]=[CH:26][N:27]=3)[C:21]=2[CH2:22][CH2:23][CH3:24])=[CH:11][CH:10]=1)#[N:2].CN1CCOCC1.C(Cl)(=O)OCC.[BH4-].[Na+].[Cl-].[NH4+]. The catalyst is CO.O1CCCC1. The product is [OH:35][CH2:34][C@H:31]1[CH2:30][CH2:29][C@H:28]([N:18]2[C:17](=[O:37])[C:16]([CH2:15][C:12]3[CH:13]=[CH:14][C:9]([C:4]4[C:3]([C:1]#[N:2])=[CH:8][CH:7]=[CH:6][CH:5]=4)=[CH:10][CH:11]=3)=[C:21]([CH2:22][CH2:23][CH3:24])[N:20]3[N:25]=[CH:26][N:27]=[C:19]23)[CH2:33][CH2:32]1. The yield is 0.780.